This data is from Full USPTO retrosynthesis dataset with 1.9M reactions from patents (1976-2016). The task is: Predict the reactants needed to synthesize the given product. (1) Given the product [C:1]([S+:5]([NH:7][C@@H:8]([C:9]1[CH:10]=[CH:11][C:12]([C:15]#[N:16])=[CH:13][CH:14]=1)[CH3:17])[O-:6])([CH3:4])([CH3:2])[CH3:3], predict the reactants needed to synthesize it. The reactants are: [C:1]([S+:5](/[N:7]=[CH:8]/[C:9]1[CH:14]=[CH:13][C:12]([C:15]#[N:16])=[CH:11][CH:10]=1)[O-:6])([CH3:4])([CH3:3])[CH3:2].[CH3:17][Mg+].[Br-]. (2) Given the product [Br:1][C:2]1[CH:3]=[C:4]2[C:8](=[CH:9][CH:10]=1)[CH2:7][CH:6]([NH:11][CH2:20][CH2:19][NH:18][C:17](=[O:22])[O:16][C:12]([CH3:15])([CH3:14])[CH3:13])[CH2:5]2, predict the reactants needed to synthesize it. The reactants are: [Br:1][C:2]1[CH:3]=[C:4]2[C:8](=[CH:9][CH:10]=1)[CH2:7][CH:6]([NH2:11])[CH2:5]2.[C:12]([O:16][C:17](=[O:22])[NH:18][CH2:19][CH:20]=O)([CH3:15])([CH3:14])[CH3:13].[BH-](OC(C)=O)(OC(C)=O)OC(C)=O.[Na+].C(Cl)Cl.